Predict the product of the given reaction. From a dataset of Forward reaction prediction with 1.9M reactions from USPTO patents (1976-2016). (1) Given the reactants C(O[C:4](=[N:6][C:7](=O)[C:8]1[CH:13]=[CH:12][CH:11]=[C:10]([O:14][CH3:15])[CH:9]=1)[CH3:5])C.Cl.[NH:18]([C:20]1[CH:25]=[CH:24][C:23]([S:26]([NH2:29])(=[O:28])=[O:27])=[CH:22][CH:21]=1)[NH2:19].C(N(CC)CC)C.O, predict the reaction product. The product is: [CH3:15][O:14][C:10]1[CH:9]=[C:8]([C:7]2[N:18]([C:20]3[CH:21]=[CH:22][C:23]([S:26]([NH2:29])(=[O:28])=[O:27])=[CH:24][CH:25]=3)[N:19]=[C:4]([CH3:5])[N:6]=2)[CH:13]=[CH:12][CH:11]=1. (2) The product is: [Br:1][C:2]1[CH:3]=[C:4]([N:8]2[C:16]3[CH:15]=[C:14]([N:22]4[CH2:26][CH2:25][C@@H:24]([OH:27])[CH2:23]4)[N:13]=[CH:12][C:11]=3[C:10]([C:18]([NH2:20])=[O:19])=[N:9]2)[CH:5]=[CH:6][CH:7]=1. Given the reactants [Br:1][C:2]1[CH:3]=[C:4]([N:8]2[C:16]3[CH:15]=[C:14](Cl)[N:13]=[CH:12][C:11]=3[C:10]([C:18]([NH2:20])=[O:19])=[N:9]2)[CH:5]=[CH:6][CH:7]=1.Cl.[NH:22]1[CH2:26][CH2:25][C@@H:24]([OH:27])[CH2:23]1, predict the reaction product.